This data is from NCI-60 drug combinations with 297,098 pairs across 59 cell lines. The task is: Regression. Given two drug SMILES strings and cell line genomic features, predict the synergy score measuring deviation from expected non-interaction effect. (1) Drug 1: C1=NC2=C(N1)C(=S)N=C(N2)N. Synergy scores: CSS=37.9, Synergy_ZIP=3.03, Synergy_Bliss=3.72, Synergy_Loewe=1.89, Synergy_HSA=2.26. Cell line: HCT-15. Drug 2: CC1CCCC2(C(O2)CC(NC(=O)CC(C(C(=O)C(C1O)C)(C)C)O)C(=CC3=CSC(=N3)C)C)C. (2) Drug 1: CC1=C(C=C(C=C1)NC(=O)C2=CC=C(C=C2)CN3CCN(CC3)C)NC4=NC=CC(=N4)C5=CN=CC=C5. Drug 2: CC=C1C(=O)NC(C(=O)OC2CC(=O)NC(C(=O)NC(CSSCCC=C2)C(=O)N1)C(C)C)C(C)C. Cell line: DU-145. Synergy scores: CSS=6.69, Synergy_ZIP=2.90, Synergy_Bliss=-1.94, Synergy_Loewe=-67.5, Synergy_HSA=-7.52. (3) Drug 1: C1CN(P(=O)(OC1)NCCCl)CCCl. Drug 2: CC1C(C(CC(O1)OC2CC(CC3=C2C(=C4C(=C3O)C(=O)C5=CC=CC=C5C4=O)O)(C(=O)C)O)N)O. Cell line: SF-268. Synergy scores: CSS=33.4, Synergy_ZIP=-1.04, Synergy_Bliss=-2.43, Synergy_Loewe=-39.1, Synergy_HSA=-1.86.